Dataset: Reaction yield outcomes from USPTO patents with 853,638 reactions. Task: Predict the reaction yield, written as a fraction of the theoretical maximum amount of product (1.0 means a 100% yield; for example, 0.34 means a 34% yield). (1) The reactants are Cl.CN(C)CCCN=C=NCC.[Cl:13][C:14]1[CH:15]=[CH:16][C:17]([C:20]([OH:22])=O)=[N:18][CH:19]=1.[CH3:23][C:24]1[C:25]([NH2:39])=[N:26][C:27]2([C:37]3[C:32](=[CH:33][CH:34]=[C:35]([NH2:38])[CH:36]=3)[O:31][CH2:30][CH2:29]2)[N:28]=1.Cl. The catalyst is C(Cl)Cl.CN(C=O)C. The product is [NH2:39][C:25]1[C:24]([CH3:23])=[N:28][C:27]2([C:37]3[C:32](=[CH:33][CH:34]=[C:35]([NH:38][C:20](=[O:22])[C:17]4[CH:16]=[CH:15][C:14]([Cl:13])=[CH:19][N:18]=4)[CH:36]=3)[O:31][CH2:30][CH2:29]2)[N:26]=1. The yield is 0.310. (2) The reactants are [CH2:1]([NH2:6])[CH2:2][CH2:3][CH2:4][CH3:5].C([O:9][C:10]([C:12]1[N:13]=[C:14]2[CH:19]=[CH:18][C:17]([N:20]3[CH2:25][CH2:24][N:23]([C:26](=[O:37])[C:27]4[CH:32]=[CH:31][CH:30]=[CH:29][C:28]=4[C:33]([F:36])([F:35])[F:34])[CH2:22][CH2:21]3)=[N:16][N:15]2[CH:38]=1)=O)C. No catalyst specified. The product is [CH2:1]([NH:6][C:10]([C:12]1[N:13]=[C:14]2[CH:19]=[CH:18][C:17]([N:20]3[CH2:21][CH2:22][N:23]([C:26](=[O:37])[C:27]4[CH:32]=[CH:31][CH:30]=[CH:29][C:28]=4[C:33]([F:34])([F:36])[F:35])[CH2:24][CH2:25]3)=[N:16][N:15]2[CH:38]=1)=[O:9])[CH2:2][CH2:3][CH2:4][CH3:5]. The yield is 0.560.